Predict the reaction yield, written as a fraction of the theoretical maximum amount of product (1.0 means a 100% yield; for example, 0.34 means a 34% yield). From a dataset of Reaction yield outcomes from USPTO patents with 853,638 reactions. (1) The reactants are Br[C:2]1[CH:3]=[C:4]([N+:21]([O-:23])=[O:22])[C:5]2[N:9]=[C:8]([CH3:10])[N:7]([CH2:11][C:12]3[CH:17]=[CH:16][CH:15]=[C:14]([Cl:18])[C:13]=3[Cl:19])[C:6]=2[CH:20]=1.[NH:24]1[CH2:29][CH2:28][O:27][CH2:26][CH2:25]1.C([O-])([O-])=O.[Cs+].[Cs+].CC(C1C=C(C(C)C)C(C2C=CC=CC=2P(C2CCCCC2)C2CCCCC2)=C(C(C)C)C=1)C. The catalyst is O1CCOCC1.C1C=CC(/C=C/C(/C=C/C2C=CC=CC=2)=O)=CC=1.C1C=CC(/C=C/C(/C=C/C2C=CC=CC=2)=O)=CC=1.C1C=CC(/C=C/C(/C=C/C2C=CC=CC=2)=O)=CC=1.[Pd].[Pd]. The product is [Cl:19][C:13]1[C:14]([Cl:18])=[CH:15][CH:16]=[CH:17][C:12]=1[CH2:11][N:7]1[C:6]2[CH:20]=[C:2]([N:24]3[CH2:29][CH2:28][O:27][CH2:26][CH2:25]3)[CH:3]=[C:4]([N+:21]([O-:23])=[O:22])[C:5]=2[N:9]=[C:8]1[CH3:10]. The yield is 0.480. (2) The yield is 0.520. The catalyst is C(O)(=O)C.CCOC(C)=O.[Fe]. The product is [Cl:1][C:2]1[CH:15]=[C:14]([NH2:16])[CH:13]=[CH:12][C:3]=1[O:4][CH2:5][C:6]1[CH:11]=[CH:10][CH:9]=[CH:8][N:7]=1. The reactants are [Cl:1][C:2]1[CH:15]=[C:14]([N+:16]([O-])=O)[CH:13]=[CH:12][C:3]=1[O:4][CH2:5][C:6]1[CH:11]=[CH:10][CH:9]=[CH:8][N:7]=1. (3) The reactants are [Cl:1][C:2]1[CH:11]=[CH:10][C:9]([OH:12])=[C:8]2[C:3]=1[CH:4]=[CH:5][CH:6]=[N:7]2.[Br:13][C:14]1[C:15]([O:24][CH3:25])=[C:16]([O:22][CH3:23])[CH:17]=[C:18]([CH:21]=1)[CH:19]=O.[C:26](#[N:30])[CH2:27][C:28]#[N:29].C1N2CCN(CC2)C1. The catalyst is C(O)C.O. The product is [NH2:30][C:26]1[O:12][C:9]2[C:8]3[C:3](=[CH:4][CH:5]=[CH:6][N:7]=3)[C:2]([Cl:1])=[CH:11][C:10]=2[CH:19]([C:18]2[CH:17]=[C:16]([O:22][CH3:23])[C:15]([O:24][CH3:25])=[C:14]([Br:13])[CH:21]=2)[C:27]=1[C:28]#[N:29]. The yield is 0.600. (4) The reactants are [CH3:1][C@H:2]1[CH2:7][CH2:6][CH2:5][CH2:4][N:3]1[C:8]1[N:12]2[CH:13]=[C:14]([O:17][C@H:18]3[C:27]4[C:22](=[CH:23][CH:24]=[CH:25][CH:26]=4)[C@@H:21]([NH2:28])[CH2:20][CH2:19]3)[CH:15]=[CH:16][C:11]2=[N:10][N:9]=1.ClC(Cl)(Cl)C[O:32][C:33](=O)[NH:34][C:35]1[N:36]([C:44]2[CH:49]=[CH:48][CH:47]=[C:46]([CH2:50][OH:51])[CH:45]=2)[N:37]=[C:38]([C:40]([CH3:43])([CH3:42])[CH3:41])[CH:39]=1.CCN(C(C)C)C(C)C. The catalyst is O1CCOCC1. The product is [C:40]([C:38]1[CH:39]=[C:35]([NH:34][C:33]([NH:28][C@@H:21]2[C:22]3[C:27](=[CH:26][CH:25]=[CH:24][CH:23]=3)[C@H:18]([O:17][C:14]3[CH:15]=[CH:16][C:11]4[N:12]([C:8]([N:3]5[CH2:4][CH2:5][CH2:6][CH2:7][C@@H:2]5[CH3:1])=[N:9][N:10]=4)[CH:13]=3)[CH2:19][CH2:20]2)=[O:32])[N:36]([C:44]2[CH:49]=[CH:48][CH:47]=[C:46]([CH2:50][OH:51])[CH:45]=2)[N:37]=1)([CH3:43])([CH3:41])[CH3:42]. The yield is 0.660. (5) The reactants are O[CH2:2][C:3]1[CH:21]=[CH:20][C:6]2/[C:7](=[C:16](\[CH3:19])/[C:17]#[N:18])/[C:8]3[CH:15]=[CH:14][CH:13]=[CH:12][C:9]=3[O:10][CH2:11][C:5]=2[CH:4]=1.N1C(C)=CC=CC=1C.[Br-].[Li+].CS(OS(C)(=O)=O)(=O)=O.[CH2:41]([C:43]1[NH:44][C:45]2[C:51]([CH3:52])=[CH:50][C:49]([CH3:53])=[CH:48][C:46]=2[N:47]=1)[CH3:42].[OH-].[Li+]. The catalyst is C1COCC1.CN(C=O)C.C(OCC)(=O)C. The product is [CH2:41]([C:43]1[N:47]([CH2:2][C:3]2[CH:21]=[CH:20][C:6]3/[C:7](=[C:16](\[CH3:19])/[C:17]#[N:18])/[C:8]4[CH:15]=[CH:14][CH:13]=[CH:12][C:9]=4[O:10][CH2:11][C:5]=3[CH:4]=2)[C:46]2[CH:48]=[C:49]([CH3:53])[CH:50]=[C:51]([CH3:52])[C:45]=2[N:44]=1)[CH3:42]. The yield is 0.930. (6) The reactants are Br[C:2]1[CH:7]=[CH:6][CH:5]=[CH:4][N:3]=1.[Cl:8][CH2:9][CH2:10][CH2:11][C:12]#[CH:13]. No catalyst specified. The product is [Cl:8][CH2:9][CH2:10][CH2:11][C:12]#[C:13][C:2]1[CH:7]=[CH:6][CH:5]=[CH:4][N:3]=1. The yield is 0.610. (7) The reactants are C[O:2][C:3](=[O:40])[CH2:4][CH2:5][NH:6][C:7](=[O:39])[C:8]1[CH:13]=[CH:12][C:11]([C:14]([CH2:36][CH:37]=[CH2:38])([CH2:18][O:19][C:20]2[CH:25]=[CH:24][C:23]([C:26]3[CH:31]=[CH:30][C:29]([C:32]([F:35])([F:34])[F:33])=[CH:28][CH:27]=3)=[CH:22][CH:21]=2)[CH2:15][CH:16]=[CH2:17])=[CH:10][CH:9]=1.[Li+].[OH-].Cl. The catalyst is C1COCC1. The product is [CH2:15]([C:14]([C:11]1[CH:10]=[CH:9][C:8]([C:7]([NH:6][CH2:5][CH2:4][C:3]([OH:40])=[O:2])=[O:39])=[CH:13][CH:12]=1)([CH2:18][O:19][C:20]1[CH:21]=[CH:22][C:23]([C:26]2[CH:31]=[CH:30][C:29]([C:32]([F:34])([F:35])[F:33])=[CH:28][CH:27]=2)=[CH:24][CH:25]=1)[CH2:36][CH2:37][CH3:38])[CH2:16][CH3:17]. The yield is 0.580. (8) The yield is 0.760. The product is [C:1]1(=[C:8]([C:9]2[CH:14]=[CH:13][C:12]([O:15][C:16]([CH3:23])([CH3:22])[CH2:17][OH:18])=[CH:11][CH:10]=2)[C:24]2[CH:29]=[CH:28][C:27]([OH:30])=[CH:26][CH:25]=2)[CH2:2][CH2:3][CH2:4][CH2:5][CH2:6][CH2:7]1. The catalyst is C1COCC1. The reactants are [C:1]1(=[C:8]([C:24]2[CH:29]=[CH:28][C:27]([OH:30])=[CH:26][CH:25]=2)[C:9]2[CH:14]=[CH:13][C:12]([O:15][C:16]([CH3:23])([CH3:22])[C:17](OCC)=[O:18])=[CH:11][CH:10]=2)[CH2:7][CH2:6][CH2:5][CH2:4][CH2:3][CH2:2]1.[H-].[H-].[H-].[H-].[Li+].[Al+3]. (9) The reactants are Br.[CH2:2]([C:4]1[N:5]=[C:6]([C@@H:9]([NH2:20])[CH2:10][C:11]2[CH:16]=[CH:15][C:14]([N+:17]([O-:19])=[O:18])=[CH:13][CH:12]=2)[S:7][CH:8]=1)[CH3:3].[C:21]1([C:27]([C:32]2[CH:37]=[CH:36][CH:35]=[CH:34][CH:33]=2)(C)[C:28]([OH:30])=O)[CH:26]=[CH:25][CH:24]=[CH:23][CH:22]=1.ON1C2C=CC=C[C:42]=2N=N1.CN(C)CCCN=C=NCC.C(N(CC)CC)C. The catalyst is CN(C=O)C.O. The yield is 0.700. The product is [CH2:2]([C:4]1[N:5]=[C:6]([CH:9]([NH:20][C:28](=[O:30])[C@H:27]([C:32]2[CH:33]=[CH:34][CH:35]=[CH:36][CH:37]=2)[CH2:21][C:26]2[CH:42]=[CH:22][CH:23]=[CH:24][CH:25]=2)[CH2:10][C:11]2[CH:16]=[CH:15][C:14]([N+:17]([O-:19])=[O:18])=[CH:13][CH:12]=2)[S:7][CH:8]=1)[CH3:3]. (10) The reactants are [NH2:1][C@@H:2]1[CH2:6][CH2:5][N:4]([C:7]2[N:12]=[CH:11][C:10]([N:13]([CH3:33])[C:14](=[O:32])[C:15]([C:18]3[CH:23]=[C:22]([C:24]([F:27])([F:26])[F:25])[CH:21]=[C:20]([C:28]([F:31])([F:30])[F:29])[CH:19]=3)([CH3:17])[CH3:16])=[C:9]([C:34]3[CH:39]=[CH:38][C:37]([F:40])=[CH:36][C:35]=3[CH3:41])[CH:8]=2)[CH2:3]1.C(N(CC)C(C)C)(C)C.[CH3:51][S:52](Cl)(=[O:54])=[O:53]. The catalyst is ClCCl.CN(C1C=CN=CC=1)C. The product is [F:27][C:24]([F:25])([F:26])[C:22]1[CH:23]=[C:18]([C:15]([CH3:16])([CH3:17])[C:14]([N:13]([C:10]2[CH:11]=[N:12][C:7]([N:4]3[CH2:5][CH2:6][C@@H:2]([NH:1][S:52]([CH3:51])(=[O:54])=[O:53])[CH2:3]3)=[CH:8][C:9]=2[C:34]2[CH:39]=[CH:38][C:37]([F:40])=[CH:36][C:35]=2[CH3:41])[CH3:33])=[O:32])[CH:19]=[C:20]([C:28]([F:29])([F:30])[F:31])[CH:21]=1. The yield is 0.880.